The task is: Regression/Classification. Given a drug SMILES string, predict its absorption, distribution, metabolism, or excretion properties. Task type varies by dataset: regression for continuous measurements (e.g., permeability, clearance, half-life) or binary classification for categorical outcomes (e.g., BBB penetration, CYP inhibition). For this dataset (clearance_hepatocyte_az), we predict log10(clearance) (log10 of the in vitro intrinsic clearance, CLint, in uL/min per 10^6 hepatocytes; values are censored to the assay range of 3 to 150, which is 0.477 to 2.18 on this log10 scale).. This data is from Hepatocyte clearance measurements from AstraZeneca. (1) The drug is COc1ccc(N(C(=O)c2ccco2)C(C(=O)NC2CCCC2)c2ccccc2F)c(OC)c1. The log10(clearance) is 2.18. (2) The compound is COc1cccc2sc(NC(=O)c3ccccc3)nc12. The log10(clearance) is 1.20. (3) The drug is C[C@@H](O)[C@H]1C(=O)N2C(C(=O)O)=C(SC3CN(C4=NCCS4)C3)[C@H](C)[C@H]12. The log10(clearance) is 0.680. (4) The compound is Cc1cc(OC2CCN(CC3CCN([C@@H](Cc4ccc(F)cc4)C(=O)O)CC3)CC2)ccc1Cl. The log10(clearance) is 0.590. (5) The molecule is CCCc1nn(C)c2c(=O)[nH]c(-c3cc(S(=O)(=O)N4CCN(C)CC4)ccc3OCC)nc12. The log10(clearance) is 2.18. (6) The log10(clearance) is 2.18. The drug is CCOc1ccc2nc3ccc(=O)cc-3oc2c1. (7) The drug is N#CC1(NC(=O)[C@@H]2CCCC[C@H]2C(=O)N2CCN(c3nc4cnccc4s3)CC2)CC1. The log10(clearance) is 0.480. (8) The drug is COc1ccnc(CSc2nc3ccccc3[nH]2)c1. The log10(clearance) is 2.18.